From a dataset of Full USPTO retrosynthesis dataset with 1.9M reactions from patents (1976-2016). Predict the reactants needed to synthesize the given product. (1) The reactants are: [NH3:1].[O:2]=[C:3]([N:9]1[CH2:14][CH2:13][C:12]2[N:15]=[C:16]([C:18]3[CH:23]=[CH:22][C:21]([O:24][C@H:25]4[CH2:28][C@H:27]([N:29]5[CH2:34][CH2:33][CH2:32][CH2:31][CH2:30]5)[CH2:26]4)=[CH:20][CH:19]=3)[S:17][C:11]=2[CH2:10]1)[CH2:4][C:5]([O:7]C)=O. Given the product [O:2]=[C:3]([N:9]1[CH2:14][CH2:13][C:12]2[N:15]=[C:16]([C:18]3[CH:19]=[CH:20][C:21]([O:24][C@H:25]4[CH2:26][C@H:27]([N:29]5[CH2:34][CH2:33][CH2:32][CH2:31][CH2:30]5)[CH2:28]4)=[CH:22][CH:23]=3)[S:17][C:11]=2[CH2:10]1)[CH2:4][C:5]([NH2:1])=[O:7], predict the reactants needed to synthesize it. (2) Given the product [OH:20][C:17]1[CH:18]=[CH:19][C:14]([C:24]([C:7]2[CH:8]=[CH:9][C:10]([OH:11])=[CH:36][CH:35]=2)([CH3:25])[CH3:23])=[CH:15][CH:16]=1, predict the reactants needed to synthesize it. The reactants are: C(O[CH2:7][CH2:8][CH2:9][CH2:10][OH:11])(=O)C(C)=C.CO[C:14]1[CH:19]=[CH:18][C:17]([OH:20])=[CH:16][CH:15]=1.[C:35]([O-])(=O)[CH2:36][CH2:23][CH2:24][CH2:25][CH2:23][CH2:24][CH2:25][CH2:23][CH2:24][CH2:25]C.[C:35]([O-])(=O)[CH2:36][CH2:35][CH2:36][CH2:23][CH2:24][CH2:25][CH2:35][CH2:36][CH2:23][CH2:24][CH3:25].[CH2:35]([Sn+2][CH2:23][CH2:24][CH2:25]C)[CH2:36][CH2:35][CH3:36].C1(=O)OCCCCC1.C1(CO)CCC(CO)CC1.C(OCCOCCOCCOC(=O)C(C)=C)(=O)C(C)=C.C1(C=CC(O)=CC=1)O.C12(C)C(C)(C)C(CC1)C(=O)C2=O.CN(C)C1C=CC(C(OCC)=O)=CC=1.O=[Si]=O.[SiH4]. (3) Given the product [N:5]1[CH:6]=[CH:7][CH:8]=[CH:9][C:4]=1[C:3]1[CH:13]=[C:12]([C:11]([O:15][CH2:16][CH3:17])=[O:14])[O:1][N:2]=1, predict the reactants needed to synthesize it. The reactants are: [OH:1]/[N:2]=[C:3](\Cl)/[C:4]1[CH:9]=[CH:8][CH:7]=[CH:6][N:5]=1.[C:11]([O:15][CH2:16][CH3:17])(=[O:14])[C:12]#[CH:13].C(N(CC)CC)C. (4) Given the product [CH:1]1([C:7]2[C:8]3[S:23][C:22]([C:24]([OH:26])=[O:25])=[C:21]([CH:43]=[O:44])[C:9]=3[N:10]([CH2:18][O:19][CH3:20])[C:11]=2[C:12]2[CH:17]=[CH:16][CH:15]=[CH:14][CH:13]=2)[CH2:2][CH2:3][CH2:4][CH2:5][CH2:6]1, predict the reactants needed to synthesize it. The reactants are: [CH:1]1([C:7]2[C:8]3[S:23][C:22]([C:24]([OH:26])=[O:25])=[CH:21][C:9]=3[N:10]([CH2:18][O:19][CH3:20])[C:11]=2[C:12]2[CH:17]=[CH:16][CH:15]=[CH:14][CH:13]=2)[CH2:6][CH2:5][CH2:4][CH2:3][CH2:2]1.[Li]C(CC)C.CN(CCN(C)C)C.CN([CH:43]=[O:44])C. (5) Given the product [OH:11][C:6]1[C:5]([C:2]2([CH3:1])[CH2:4][CH2:3]2)=[CH:10][CH:9]=[CH:8][C:7]=1[CH:12]=[O:13], predict the reactants needed to synthesize it. The reactants are: [CH3:1][C:2]1([C:5]2[CH:10]=[CH:9][CH:8]=[CH:7][C:6]=2[OH:11])[CH2:4][CH2:3]1.[CH2:12]=[O:13].[Mg+2].[Cl-].[Cl-].